From a dataset of Full USPTO retrosynthesis dataset with 1.9M reactions from patents (1976-2016). Predict the reactants needed to synthesize the given product. (1) Given the product [F:33][C:29]1[CH:28]=[C:27]([C:4]([C:6]2[N:7]=[CH:8][N:9]([C:11]3[CH:12]=[C:13]([C:17]4[CH:22]=[CH:21][CH:20]=[CH:19][C:18]=4[O:23][CH3:24])[CH:14]=[CH:15][CH:16]=3)[CH:10]=2)=[O:5])[CH:32]=[CH:31][CH:30]=1, predict the reactants needed to synthesize it. The reactants are: CON(C)[C:4]([C:6]1[N:7]=[CH:8][N:9]([C:11]2[CH:12]=[C:13]([C:17]3[CH:22]=[CH:21][CH:20]=[CH:19][C:18]=3[O:23][CH3:24])[CH:14]=[CH:15][CH:16]=2)[CH:10]=1)=[O:5].Br[C:27]1[CH:32]=[CH:31][CH:30]=[C:29]([F:33])[CH:28]=1. (2) Given the product [O:23]=[C:22]([NH:11][NH:10][C:8]([C:6]1[S:7][C:3]([N:2]([CH3:12])[CH3:1])=[CH:4][CH:5]=1)=[O:9])[C@@H:14]([NH:13][C:25]([O:27][CH2:28][C:29]1[CH:34]=[CH:33][CH:32]=[CH:31][CH:30]=1)=[O:26])[CH2:15][C:16]1[CH:21]=[CH:20][CH:19]=[CH:18][CH:17]=1, predict the reactants needed to synthesize it. The reactants are: [CH3:1][N:2]([CH3:12])[C:3]1[S:7][C:6]([C:8]([NH:10][NH2:11])=[O:9])=[CH:5][CH:4]=1.[NH:13]([C:25]([O:27][CH2:28][C:29]1[CH:34]=[CH:33][CH:32]=[CH:31][CH:30]=1)=[O:26])[C@H:14]([C:22](O)=[O:23])[CH2:15][C:16]1[CH:21]=[CH:20][CH:19]=[CH:18][CH:17]=1.C(Cl)CCl.C1C=CC2N(O)N=NC=2C=1. (3) Given the product [F:12][C:13]1[CH:18]=[C:17]([F:19])[C:16]([F:20])=[CH:15][C:14]=1[C:21]1[CH:22]=[CH:23][C:24]([O:27][CH2:2][C:3]2[CH:8]=[CH:7][CH:6]=[C:5]([N+:9]([O-:11])=[O:10])[CH:4]=2)=[CH:25][CH:26]=1, predict the reactants needed to synthesize it. The reactants are: Br[CH2:2][C:3]1[CH:8]=[CH:7][CH:6]=[C:5]([N+:9]([O-:11])=[O:10])[CH:4]=1.[F:12][C:13]1[CH:18]=[C:17]([F:19])[C:16]([F:20])=[CH:15][C:14]=1[C:21]1[CH:26]=[CH:25][C:24]([OH:27])=[CH:23][CH:22]=1.C(=O)([O-])[O-].[K+].[K+].FC1C=C(F)C=CC=1C1C=CC(OCC2C=CC=C([N+]([O-])=O)C=2)=CC=1. (4) The reactants are: [OH:1][CH2:2][C:3]1[N:4]=[C:5]2[C:10]([C:11]3[CH:16]=[CH:15][CH:14]=[CH:13][CH:12]=3)=[CH:9][C:8]([C:17]3[S:21][C:20]([N:22]([CH:30]([CH3:32])[CH3:31])C(=O)OC(C)(C)C)=[N:19][CH:18]=3)=[CH:7][N:6]2[CH:33]=1. Given the product [CH:30]([NH:22][C:20]1[S:21][C:17]([C:8]2[CH:9]=[C:10]([C:11]3[CH:16]=[CH:15][CH:14]=[CH:13][CH:12]=3)[C:5]3[N:6]([CH:33]=[C:3]([CH2:2][OH:1])[N:4]=3)[CH:7]=2)=[CH:18][N:19]=1)([CH3:32])[CH3:31], predict the reactants needed to synthesize it. (5) Given the product [C:1]([N:5]1[C:9](=[O:10])[C:8](=[O:11])[CH2:7][NH:6]1)([CH3:4])([CH3:2])[CH3:3], predict the reactants needed to synthesize it. The reactants are: [C:1]([N:5]1[C:9](=[O:10])[C:8](=[O:11])[CH:7](C)[NH:6]1)([CH3:4])([CH3:3])[CH3:2].C(N1C(=O)C(=O)C(C2C=CC=CC=2)N1)(C)(C)C.C(N1C(=O)C(=O)C(C2C=CC(Cl)=CC=2)N1)(C)(C)C.C(N1C(=O)C(=O)C(C2C=CC=C(OC)C=2)N1)(C)(C)C.C(N1C(=O)C(=O)C(C2C=CC(OC)=CC=2)N1)(C)(C)C.C(N1C(=O)C(=O)C(C2C=CC=C([N+]([O-])=O)C=2)N1)(C)(C)C.C(N1C(=O)C(=O)C(C2C=CC(C)=CC=2)N1)(C)(C)C.C(N1C(=O)C(=O)C(OC)N1)(C)(C)C.C(N1C(=O)C(=O)C(OCC)N1)(C)(C)C.C(N1C(=O)C(=O)C(N(C)C)N1)(C)(C)C.C(N1C(=O)C(=O)C(N(CC)CC)N1)(C)(C)C.C(N1C(=O)C(=O)C(NC(=O)C)N1)(C)(C)C.C(N1C(=O)C(=O)C(C(O)=O)N1)(C)(C)C.C(N1C(=O)C(=O)C(C(OC)=O)N1)(C)(C)C.C(N1C(=O)C(=O)C(C(OCC)=O)N1)(C)(C)C. (6) Given the product [O:23]=[C:22]1[C:21]2[C:20](=[C:29]([N+:30]([O-:32])=[O:31])[CH:28]=[CH:27][CH:26]=2)[CH2:19][N:9]1[CH:10]1[CH2:15][CH2:14][C:13](=[O:16])[NH:12][C:11]1=[O:17], predict the reactants needed to synthesize it. The reactants are: C(N(CC)CC)C.Cl.[NH2:9][CH:10]1[CH2:15][CH2:14][C:13](=[O:16])[NH:12][C:11]1=[O:17].Br[CH2:19][C:20]1[C:29]([N+:30]([O-:32])=[O:31])=[CH:28][CH:27]=[CH:26][C:21]=1[C:22](OC)=[O:23]. (7) The reactants are: Cl[CH2:2][C:3]([N:5]1[CH2:10][CH2:9][N:8]([C:11]2[CH:16]=[CH:15][C:14]([Cl:17])=[C:13]([O:18][CH3:19])[CH:12]=2)[CH2:7][CH2:6]1)=[O:4].[CH3:20][N:21]1[CH2:26][CH2:25][NH:24][CH2:23][CH2:22]1. Given the product [Cl:17][C:14]1[CH:15]=[CH:16][C:11]([N:8]2[CH2:9][CH2:10][N:5]([C:3](=[O:4])[CH2:2][N:24]3[CH2:25][CH2:26][N:21]([CH3:20])[CH2:22][CH2:23]3)[CH2:6][CH2:7]2)=[CH:12][C:13]=1[O:18][CH3:19], predict the reactants needed to synthesize it.